Dataset: Reaction yield outcomes from USPTO patents with 853,638 reactions. Task: Predict the reaction yield, written as a fraction of the theoretical maximum amount of product (1.0 means a 100% yield; for example, 0.34 means a 34% yield). (1) The reactants are [Br:1][C:2]1[S:3][CH:4]=[CH:5][C:6]=1[CH2:7][CH2:8][OH:9].[C:10]([Si:14](Cl)([CH3:16])[CH3:15])([CH3:13])([CH3:12])[CH3:11].N1C=CN=C1.O. The catalyst is CN(C)C=O. The product is [Br:1][C:2]1[S:3][CH:4]=[CH:5][C:6]=1[CH2:7][CH2:8][O:9][Si:14]([C:10]([CH3:13])([CH3:12])[CH3:11])([CH3:16])[CH3:15]. The yield is 0.840. (2) The reactants are CO.[C:3]([OH:13])(=[O:12])[CH:4]([C:6]1[CH:11]=[CH:10][CH:9]=[CH:8][CH:7]=1)[OH:5]. The catalyst is [Rh].C(O)(=O)C. The product is [CH:6]1([CH:4]([OH:5])[C:3]([OH:13])=[O:12])[CH2:11][CH2:10][CH2:9][CH2:8][CH2:7]1. The yield is 0.805. (3) The reactants are [CH3:1][O:2][C:3]1[CH:4]=[C:5]([CH:26]=[CH:27][C:28]=1[O:29][CH2:30][C:31]1[N:32]=[C:33]([C:37]2[CH:42]=[CH:41][CH:40]=[CH:39][CH:38]=2)[O:34][C:35]=1[CH3:36])[CH2:6][O:7][C:8]1[CH:12]=[C:11](/[CH:13]=[CH:14]/[C:15]([O:17]CC)=[O:16])[N:10]([C:20]2[CH:25]=[CH:24][CH:23]=[CH:22][CH:21]=2)[N:9]=1.[OH-].[Na+].O1CCCC1.Cl. The catalyst is C(O)C. The product is [CH3:1][O:2][C:3]1[CH:4]=[C:5]([CH:26]=[CH:27][C:28]=1[O:29][CH2:30][C:31]1[N:32]=[C:33]([C:37]2[CH:42]=[CH:41][CH:40]=[CH:39][CH:38]=2)[O:34][C:35]=1[CH3:36])[CH2:6][O:7][C:8]1[CH:12]=[C:11](/[CH:13]=[CH:14]/[C:15]([OH:17])=[O:16])[N:10]([C:20]2[CH:21]=[CH:22][CH:23]=[CH:24][CH:25]=2)[N:9]=1. The yield is 0.950. (4) The reactants are [OH:1]/[N:2]=[C:3]1\[CH2:4][CH2:5][C:6]2[C:11]\1=[CH:10][C:9]([O:12][CH3:13])=[CH:8][CH:7]=2.CCN(CC)CC.[CH3:21][S:22](Cl)(=[O:24])=[O:23]. The catalyst is CN(C1C=CN=CC=1)C.C(Cl)Cl. The product is [CH3:13][O:12][C:9]1[CH:10]=[C:11]2[C:6]([CH2:5][CH2:4]/[C:3]/2=[N:2]\[O:1][S:22]([CH3:21])(=[O:24])=[O:23])=[CH:7][CH:8]=1. The yield is 0.670. (5) The reactants are [OH:1][C:2]1[CH:3]=[C:4]([CH:9]=[CH:10][CH:11]=1)[C:5]([O:7][CH3:8])=[O:6].N1C(C)=CC=CC=1C.[F:20][C:21]([F:34])([F:33])[S:22](O[S:22]([C:21]([F:34])([F:33])[F:20])(=[O:24])=[O:23])(=[O:24])=[O:23]. The catalyst is C(Cl)Cl. The product is [F:20][C:21]([F:34])([F:33])[S:22]([O:1][C:2]1[CH:3]=[C:4]([CH:9]=[CH:10][CH:11]=1)[C:5]([O:7][CH3:8])=[O:6])(=[O:24])=[O:23]. The yield is 0.980. (6) The reactants are [C:1]([NH2:5])([CH3:4])([CH3:3])[CH3:2].C(=O)([O-])[O-].[K+].[K+].Br[CH2:13][C:14]([NH2:16])=[O:15]. The catalyst is CN(C)C=O. The product is [C:1]([NH:5][CH2:13][C:14]([NH2:16])=[O:15])([CH3:4])([CH3:3])[CH3:2]. The yield is 0.790. (7) The reactants are C(OC([N:8]1[CH2:13][CH2:12][CH:11]([C:14]2[C:18]3[CH:19]=[N:20][C:21]([N:23]4[CH2:28][CH2:27][O:26][CH2:25][CH2:24]4)=[CH:22][C:17]=3[NH:16][CH:15]=2)[CH2:10][CH2:9]1)=O)(C)(C)C.C(O)(C(F)(F)F)=O.C(Cl)Cl. No catalyst specified. The product is [N:23]1([C:21]2[N:20]=[CH:19][C:18]3[C:14]([CH:11]4[CH2:12][CH2:13][NH:8][CH2:9][CH2:10]4)=[CH:15][NH:16][C:17]=3[CH:22]=2)[CH2:24][CH2:25][O:26][CH2:27][CH2:28]1. The yield is 1.00. (8) The reactants are [Cl:1][C:2]1[CH:3]=[C:4]([CH:7]=[CH:8][C:9]=1F)[CH:5]=[O:6].[OH:11][C:12]1[CH:20]=[CH:19][C:15]([C:16]([NH2:18])=[O:17])=[CH:14][CH:13]=1.C(=O)([O-])[O-].[K+].[K+].CC(N(C)C)=O. The catalyst is O. The product is [Cl:1][C:2]1[CH:3]=[C:4]([CH:5]=[O:6])[CH:7]=[CH:8][C:9]=1[O:11][C:12]1[CH:20]=[CH:19][C:15]([C:16]([NH2:18])=[O:17])=[CH:14][CH:13]=1. The yield is 0.940.